This data is from Full USPTO retrosynthesis dataset with 1.9M reactions from patents (1976-2016). The task is: Predict the reactants needed to synthesize the given product. Given the product [F:7][C:8]([F:21])([F:20])[S:9]([O:12][C:23]1[CH2:28][CH2:27][CH:26]([C:29]([O:31][CH2:32][CH3:33])=[O:30])[CH2:25][CH:24]=1)(=[O:11])=[O:10], predict the reactants needed to synthesize it. The reactants are: N1C=CC=CC=1.[F:7][C:8]([F:21])([F:20])[S:9]([O:12]S(C(F)(F)F)(=O)=O)(=[O:11])=[O:10].O=[C:23]1[CH2:28][CH2:27][CH:26]([C:29]([O:31][CH2:32][CH3:33])=[O:30])[CH2:25][CH2:24]1.